Task: Predict the reaction yield, written as a fraction of the theoretical maximum amount of product (1.0 means a 100% yield; for example, 0.34 means a 34% yield).. Dataset: Reaction yield outcomes from USPTO patents with 853,638 reactions (1) The reactants are C1(C)C=CC(S(O[C@@H:11]([CH2:13]/[CH:14]=[CH:15]/[C:16]2[CH:17]=[N:18][CH:19]=[C:20]([O:22][CH:23]([CH3:25])[CH3:24])[CH:21]=2)[CH3:12])(=O)=O)=CC=1.[CH3:27][NH2:28]. The catalyst is C(O)C. The product is [CH3:27][NH:28][C@H:11]([CH2:13]/[CH:14]=[CH:15]/[C:16]1[CH:17]=[N:18][CH:19]=[C:20]([O:22][CH:23]([CH3:25])[CH3:24])[CH:21]=1)[CH3:12]. The yield is 0.310. (2) The reactants are [CH3:1][C:2]1[CH:3]=[C:4]([C:12](=O)[CH2:13][C:14](=O)[C:15]([F:18])([F:17])[F:16])[CH:5]=[CH:6][C:7]=1[C:8]([F:11])([F:10])[F:9].[NH2:21][C:22]1[C:26]([C:27]2[CH:32]=[CH:31][N:30]=[CH:29][CH:28]=2)=[CH:25][NH:24][N:23]=1. No catalyst specified. The product is [CH3:1][C:2]1[CH:3]=[C:4]([C:12]2[CH:13]=[C:14]([C:15]([F:18])([F:17])[F:16])[N:23]3[N:24]=[CH:25][C:26]([C:27]4[CH:32]=[CH:31][N:30]=[CH:29][CH:28]=4)=[C:22]3[N:21]=2)[CH:5]=[CH:6][C:7]=1[C:8]([F:11])([F:10])[F:9]. The yield is 0.490. (3) The reactants are [OH-].[Na+].[Br:3][C:4]1[CH:13]=[CH:12][C:7]([C:8]([O:10]C)=[O:9])=[CH:6][CH:5]=1. The catalyst is C1COCC1. The product is [Br:3][C:4]1[CH:13]=[CH:12][C:7]([C:8]([OH:10])=[O:9])=[CH:6][CH:5]=1. The yield is 1.00. (4) The reactants are [F:1][C:2]1[CH:7]=[C:6]([C:8]([F:11])([F:10])[F:9])[CH:5]=[CH:4][C:3]=1[C:12]1[N:17]=[CH:16][N:15]=[C:14]([NH:18][C:19]2[CH:24]=[CH:23][C:22]([O:25][CH3:26])=[CH:21][CH:20]=2)[C:13]=1[NH2:27].[C:28]1(C)C=CC(S(O)(=O)=O)=CC=1.C(OC)(OC)OC. The catalyst is O1CCCC1. The product is [F:1][C:2]1[CH:7]=[C:6]([C:8]([F:9])([F:10])[F:11])[CH:5]=[CH:4][C:3]=1[C:12]1[N:17]=[CH:16][N:15]=[C:14]2[C:13]=1[N:27]=[CH:28][N:18]2[C:19]1[CH:24]=[CH:23][C:22]([O:25][CH3:26])=[CH:21][CH:20]=1. The yield is 0.630. (5) The reactants are [C:1]([O:5][C:6](=[O:9])[CH2:7][NH2:8])([CH3:4])([CH3:3])[CH3:2].C([SiH2][O:15][C:16](C)(C)[C:17]([CH2:23]C)([CH2:21]C)[CH2:18][CH:19]=O)(C)(C)C.[CH2:27](Cl)Cl. No catalyst specified. The product is [C:1]([O:5][C:6](=[O:9])[CH2:7]/[N:8]=[CH:19]/[CH2:18][C:17]([CH3:23])([CH3:21])[CH2:16][O:15][CH3:27])([CH3:4])([CH3:3])[CH3:2]. The yield is 1.00.